This data is from Forward reaction prediction with 1.9M reactions from USPTO patents (1976-2016). The task is: Predict the product of the given reaction. Given the reactants [F:1][C:2]1[CH:7]=[CH:6][C:5]([CH2:8][CH2:9][N:10]2[CH2:15][CH2:14][C:13]([CH3:17])([CH3:16])[CH:12]([CH2:18][NH2:19])[CH2:11]2)=[CH:4][CH:3]=1.C1([O:26][C:27](=O)[NH:28][C:29]2[CH:34]=[C:33]([C:35]3[N:39]([CH3:40])[N:38]=[N:37][N:36]=3)[CH:32]=[C:31]([CH2:41][CH3:42])[CH:30]=2)C=CC=CC=1.C(N(CC)CC)C, predict the reaction product. The product is: [CH2:41]([C:31]1[CH:30]=[C:29]([NH:28][C:27]([NH:19][CH2:18][CH:12]2[C:13]([CH3:17])([CH3:16])[CH2:14][CH2:15][N:10]([CH2:9][CH2:8][C:5]3[CH:6]=[CH:7][C:2]([F:1])=[CH:3][CH:4]=3)[CH2:11]2)=[O:26])[CH:34]=[C:33]([C:35]2[N:39]([CH3:40])[N:38]=[N:37][N:36]=2)[CH:32]=1)[CH3:42].